This data is from Reaction yield outcomes from USPTO patents with 853,638 reactions. The task is: Predict the reaction yield, written as a fraction of the theoretical maximum amount of product (1.0 means a 100% yield; for example, 0.34 means a 34% yield). The reactants are [Cl:1][C:2]1[CH:28]=[CH:27][C:5]2[N:6]=[C:7]([NH:9][CH:10]3[CH2:14][CH2:13][N:12]([C:15]([C:17]4[C:22]([O:23][CH3:24])=[CH:21][CH:20]=[CH:19][C:18]=4[O:25][CH3:26])=[O:16])[CH2:11]3)[O:8][C:4]=2[CH:3]=1.CI.[C:31]([O-])([O-])=O.[K+].[K+]. The catalyst is CN(C=O)C. The product is [Cl:1][C:2]1[CH:28]=[CH:27][C:5]2[N:6]=[C:7]([N:9]([CH3:31])[C@@H:10]3[CH2:14][CH2:13][N:12]([C:15]([C:17]4[C:18]([O:25][CH3:26])=[CH:19][CH:20]=[CH:21][C:22]=4[O:23][CH3:24])=[O:16])[CH2:11]3)[O:8][C:4]=2[CH:3]=1. The yield is 4.61.